This data is from Peptide-MHC class I binding affinity with 185,985 pairs from IEDB/IMGT. The task is: Regression. Given a peptide amino acid sequence and an MHC pseudo amino acid sequence, predict their binding affinity value. This is MHC class I binding data. (1) The peptide sequence is SSPDPPTNT. The binding affinity (normalized) is 0.173. The MHC is Mamu-A01 with pseudo-sequence Mamu-A01. (2) The peptide sequence is YVADALAAF. The MHC is HLA-A11:01 with pseudo-sequence HLA-A11:01. The binding affinity (normalized) is 0. (3) The peptide sequence is HPGFTLMAA. The MHC is HLA-B07:02 with pseudo-sequence HLA-B07:02. The binding affinity (normalized) is 0.925.